This data is from Retrosynthesis with 50K atom-mapped reactions and 10 reaction types from USPTO. The task is: Predict the reactants needed to synthesize the given product. (1) Given the product CCn1nnc2c(N3CCOCC3)nc(-c3ccc(NC(=O)Nc4ccc(C(=O)N5CCN(C)CC5)cc4)cc3)nc21, predict the reactants needed to synthesize it. The reactants are: CCn1nnc2c(N3CCOCC3)nc(-c3ccc(NC(=O)Nc4ccc(C(=O)O)cc4)cc3)nc21.CN1CCNCC1. (2) Given the product CC(C)(C)OC(=O)N[C@@H](CC1CC1)C(=O)O, predict the reactants needed to synthesize it. The reactants are: CC(C)(C)OC(=O)OC(=O)OC(C)(C)C.N[C@@H](CC1CC1)C(=O)O. (3) Given the product N#Cc1cccc(CN2CC[C@H](NS(=O)(=O)c3cc4ccccc4s3)C2=O)c1, predict the reactants needed to synthesize it. The reactants are: N#Cc1cccc(CN2CC[C@H](N)C2=O)c1.O=S(=O)(Cl)c1cc2ccccc2s1. (4) Given the product CCc1cc(-c2noc(-c3cc(C)nc(N(CC)CC)c3)n2)cc(C)c1OC1COC(C)(C)OC1, predict the reactants needed to synthesize it. The reactants are: CC1(C)OCC(O)CO1.CCc1cc(-c2noc(-c3cc(C)nc(N(CC)CC)c3)n2)cc(C)c1O. (5) Given the product C[C@H]1[C@@H](c2cc(C(F)(F)F)cc(C(F)(F)F)c2)OC(=O)N1Cc1cc(C(F)(F)F)ccc1-c1cccc(-n2cccn2)c1, predict the reactants needed to synthesize it. The reactants are: C[C@H]1[C@@H](c2cc(C(F)(F)F)cc(C(F)(F)F)c2)OC(=O)N1Cc1cc(C(F)(F)F)ccc1I.OB(O)c1cccc(-n2cccn2)c1. (6) The reactants are: CC1(C)CC(=O)N(CCCCCN2CC[C@@H]3c4cccc(O)c4CC[C@@H]32)C(=O)C1.CN(C)C(=O)Cl. Given the product CN(C)C(=O)Oc1cccc2c1CC[C@H]1[C@@H]2CCN1CCCCCN1C(=O)CC(C)(C)CC1=O, predict the reactants needed to synthesize it.